Dataset: hERG potassium channel inhibition data for cardiac toxicity prediction from Karim et al.. Task: Regression/Classification. Given a drug SMILES string, predict its toxicity properties. Task type varies by dataset: regression for continuous values (e.g., LD50, hERG inhibition percentage) or binary classification for toxic/non-toxic outcomes (e.g., AMES mutagenicity, cardiotoxicity, hepatotoxicity). Dataset: herg_karim. (1) The molecule is CS(=O)(=O)c1ccc2c(c1)nc1n2C[C@H](N)[C@@H](c2cc(F)c(F)cc2F)C1.O=C(O)C(F)(F)F. The result is 0 (non-blocker). (2) The molecule is CC(C)Oc1cc(C(c2ccc(C(C)(C)O)nc2)c2ccc(=O)[nH]c2)ccc1OC(F)F. The result is 0 (non-blocker). (3) The drug is NC1=Nc2ccc(Cl)cc2[C@]1(O)c1ccccc1. The result is 0 (non-blocker). (4) The result is 1 (blocker). The drug is COC(=O)[C@@H]1C2CCC(C[C@@H]1C(=O)Oc1ccccc1)N2C. (5) The compound is NC(=O)C(c1ccccc1)(c1ccc(F)cc1)c1ccc(F)cc1. The result is 1 (blocker). (6) The drug is O=C1N(CCN2Cc3ccccc3C2)CCN1c1cccc(C(F)(F)F)c1. The result is 1 (blocker). (7) The drug is O=C(Nc1ccc(-c2nnc(NCCCN3CCCCC3)o2)cc1)c1ccccc1F. The result is 1 (blocker). (8) The drug is COc1cc(CCN2CCN(CCc3ccc4c(c3)COC4=O)CC2)ccc1C#N. The result is 1 (blocker).